Task: Predict which catalyst facilitates the given reaction.. Dataset: Catalyst prediction with 721,799 reactions and 888 catalyst types from USPTO (1) Reactant: [CH3:1][O:2][C:3]([C:5]1([C:11]2[CH:16]=[C:15]([F:17])[CH:14]=[C:13]([O:18][CH2:19][C:20]3[CH:29]=[C:28]4[C:23]([C:24](Cl)=[CH:25][C:26]5[N:27]4[CH:30]=[N:31][N:32]=5)=[CH:22][CH:21]=3)[CH:12]=2)[CH2:10][CH2:9][O:8][CH2:7][CH2:6]1)=[O:4].[N:34]1[CH:39]=[CH:38][CH:37]=[C:36](B(O)O)[CH:35]=1.C(=O)([O-])[O-].[K+].[K+]. Product: [CH3:1][O:2][C:3]([C:5]1([C:11]2[CH:12]=[C:13]([O:18][CH2:19][C:20]3[CH:29]=[C:28]4[C:23]([C:24]([C:36]5[CH:35]=[N:34][CH:39]=[CH:38][CH:37]=5)=[CH:25][C:26]5[N:27]4[CH:30]=[N:31][N:32]=5)=[CH:22][CH:21]=3)[CH:14]=[C:15]([F:17])[CH:16]=2)[CH2:10][CH2:9][O:8][CH2:7][CH2:6]1)=[O:4]. The catalyst class is: 108. (2) Reactant: [CH3:1][O:2][CH2:3][O:4][C:5]1[C:13]([O:14][CH3:15])=[CH:12][CH:11]=[C:10]2[C:6]=1[CH:7]([OH:26])[N:8]([C:17]([CH3:25])([C:19]1[CH:24]=[CH:23][CH:22]=[CH:21][CH:20]=1)[CH3:18])[C:9]2=[O:16].CN(CCN(C)C)C.[I:35]I. Product: [CH3:1][O:2][CH2:3][O:4][C:5]1[C:13]([O:14][CH3:15])=[CH:12][C:11]([I:35])=[C:10]2[C:6]=1[CH:7]([OH:26])[N:8]([C:17]([CH3:18])([C:19]1[CH:24]=[CH:23][CH:22]=[CH:21][CH:20]=1)[CH3:25])[C:9]2=[O:16]. The catalyst class is: 1.